Dataset: Catalyst prediction with 721,799 reactions and 888 catalyst types from USPTO. Task: Predict which catalyst facilitates the given reaction. The catalyst class is: 3. Reactant: [CH3:1][O:2][C:3](=[O:54])[C@@H:4]([N:32](S(C1C=CC([N+]([O-])=O)=CC=1)(=O)=O)[C@H:33]([C:36]1[CH:41]=[CH:40][CH:39]=[CH:38][CH:37]=1)[CH2:34][CH3:35])[CH2:5][C:6]1[CH:31]=[CH:30][C:9]2[O:10][C@@H:11]([C:14]3[CH:19]=[CH:18][C:17]([O:20][CH2:21][C:22]4[CH:27]=[CH:26][C:25]([Cl:28])=[C:24]([Cl:29])[CH:23]=4)=[CH:16][CH:15]=3)[CH2:12][O:13][C:8]=2[CH:7]=1.SCC(O)=O.C1CCN2C(=NCCC2)CC1. Product: [CH3:1][O:2][C:3](=[O:54])[C@@H:4]([NH:32][C@H:33]([C:36]1[CH:37]=[CH:38][CH:39]=[CH:40][CH:41]=1)[CH2:34][CH3:35])[CH2:5][C:6]1[CH:31]=[CH:30][C:9]2[O:10][C@@H:11]([C:14]3[CH:15]=[CH:16][C:17]([O:20][CH2:21][C:22]4[CH:27]=[CH:26][C:25]([Cl:28])=[C:24]([Cl:29])[CH:23]=4)=[CH:18][CH:19]=3)[CH2:12][O:13][C:8]=2[CH:7]=1.